Dataset: CYP1A2 inhibition data for predicting drug metabolism from PubChem BioAssay. Task: Regression/Classification. Given a drug SMILES string, predict its absorption, distribution, metabolism, or excretion properties. Task type varies by dataset: regression for continuous measurements (e.g., permeability, clearance, half-life) or binary classification for categorical outcomes (e.g., BBB penetration, CYP inhibition). Dataset: cyp1a2_veith. (1) The compound is CC(C)NC(=O)N1CCC2(CC1)CCN(C(=O)Oc1ccccc1)CC2. The result is 0 (non-inhibitor). (2) The drug is O=c1c(-c2cccc(Cl)c2)nc2cncnc2n1Cc1ccccc1Cl. The result is 1 (inhibitor).